From a dataset of Catalyst prediction with 721,799 reactions and 888 catalyst types from USPTO. Predict which catalyst facilitates the given reaction. (1) Reactant: [Li+].CC([N-]C(C)C)C.[F:9][C:10]1[CH:15]=[CH:14][C:13]([F:16])=[CH:12][N:11]=1.[B:17](OC(C)C)([O:22]C(C)C)[O:18]C(C)C. Product: [F:9][C:10]1[CH:15]=[C:14]([B:17]([OH:22])[OH:18])[C:13]([F:16])=[CH:12][N:11]=1. The catalyst class is: 1. (2) Reactant: [CH2:1]([O:3][C:4]([C:6]1[N:7]=[C:8]([SH:11])[NH:9][CH:10]=1)=[O:5])[CH3:2].[CH3:12][C:13]1([C:16]2[CH:23]=[CH:22][C:19]([C:20]#[N:21])=[CH:18][CH:17]=2)[CH2:15][O:14]1.C(N(CC)CC)C. The catalyst class is: 8. Product: [CH2:1]([O:3][C:4]([C:6]1[NH:7][C:8]([S:11][CH2:15][C:13]([C:16]2[CH:17]=[CH:18][C:19]([C:20]#[N:21])=[CH:22][CH:23]=2)([OH:14])[CH3:12])=[N:9][CH:10]=1)=[O:5])[CH3:2]. (3) Reactant: C[Si](Cl)(C)C.[CH2:6]([O:8][C:9](=[O:14])[C:10](Br)([F:12])[F:11])[CH3:7].[C:15]([O:19][C:20]([N:22]1[CH2:27][CH2:26][N:25]([CH2:28]C2C3N=NNC=3C=CC=2)[CH2:24][CH2:23]1)=[O:21])([CH3:18])([CH3:17])[CH3:16].C([O-])(O)=O.[Na+]. Product: [C:15]([O:19][C:20]([N:22]1[CH2:27][CH2:26][N:25]([CH2:28][C:10]([C:9]([O:8][CH2:6][CH3:7])=[O:14])([F:12])[F:11])[CH2:24][CH2:23]1)=[O:21])([CH3:18])([CH3:17])[CH3:16]. The catalyst class is: 324. (4) Reactant: Cl[CH2:2][C:3]([NH:5][C:6]1[C:19]2[C:18](=[O:20])[C:17]3[C:12](=[CH:13][CH:14]=[CH:15][C:16]=3[NH:21][C:22](=[O:25])[CH2:23]Cl)[C:11](=[O:26])[C:10]=2[CH:9]=[CH:8][CH:7]=1)=[O:4].[CH2:27]([NH:30][CH2:31][CH2:32][CH3:33])[CH2:28][CH3:29]. Product: [CH2:27]([N:30]([CH2:31][CH2:32][CH3:33])[CH2:2][C:3]([NH:5][C:6]1[C:19]2[C:18](=[O:20])[C:17]3[C:12](=[CH:13][CH:14]=[CH:15][C:16]=3[NH:21][C:22](=[O:25])[CH2:23][N:30]([CH2:31][CH2:32][CH3:33])[CH2:27][CH2:28][CH3:29])[C:11](=[O:26])[C:10]=2[CH:9]=[CH:8][CH:7]=1)=[O:4])[CH2:28][CH3:29]. The catalyst class is: 9.